This data is from CYP2D6 inhibition data for predicting drug metabolism from PubChem BioAssay. The task is: Regression/Classification. Given a drug SMILES string, predict its absorption, distribution, metabolism, or excretion properties. Task type varies by dataset: regression for continuous measurements (e.g., permeability, clearance, half-life) or binary classification for categorical outcomes (e.g., BBB penetration, CYP inhibition). Dataset: cyp2d6_veith. (1) The drug is COC(=O)CSc1nnc2n(C3CCCCC3)c(=O)c3c4c(sc3n12)CCCC4. The result is 0 (non-inhibitor). (2) The compound is N[C@@H](CSc1nc2ccccn2c1[N+](=O)[O-])C(=O)O. The result is 0 (non-inhibitor). (3) The compound is Cc1ccc(C(=O)c2ccccc2C(=O)O)s1. The result is 0 (non-inhibitor).